From a dataset of Reaction yield outcomes from USPTO patents with 853,638 reactions. Predict the reaction yield, written as a fraction of the theoretical maximum amount of product (1.0 means a 100% yield; for example, 0.34 means a 34% yield). The reactants are [Li+].[OH-].C[O:4][C:5](=[O:52])[C:6]1[CH:11]=[CH:10][C:9]([C:12]([N:14]2[CH2:20][C@H:19]([NH:21][C:22](=[O:34])[C@@H:23]([N:25]([C:27]([O:29][C:30]([CH3:33])([CH3:32])[CH3:31])=[O:28])[CH3:26])[CH3:24])[C:18](=[O:35])[N:17]([CH2:36][C:37]3[C:46]4[C:41](=[CH:42][CH:43]=[CH:44][CH:45]=4)[CH:40]=[CH:39][C:38]=3[CH3:47])[C:16]3[CH:48]=[CH:49][CH:50]=[CH:51][C:15]2=3)=[O:13])=[CH:8][CH:7]=1. The catalyst is C1COCC1.O. The product is [C:30]([O:29][C:27]([N:25]([CH3:26])[C@@H:23]([CH3:24])[C:22]([NH:21][C@H:19]1[CH2:20][N:14]([C:12]([C:9]2[CH:10]=[CH:11][C:6]([C:5]([OH:52])=[O:4])=[CH:7][CH:8]=2)=[O:13])[C:15]2[CH:51]=[CH:50][CH:49]=[CH:48][C:16]=2[N:17]([CH2:36][C:37]2[C:46]3[C:41](=[CH:42][CH:43]=[CH:44][CH:45]=3)[CH:40]=[CH:39][C:38]=2[CH3:47])[C:18]1=[O:35])=[O:34])=[O:28])([CH3:33])([CH3:32])[CH3:31]. The yield is 0.410.